Dataset: Catalyst prediction with 721,799 reactions and 888 catalyst types from USPTO. Task: Predict which catalyst facilitates the given reaction. Reactant: [N+:1]([C:4]1[CH:13]=[CH:12][C:7]([C:8]([O:10][CH3:11])=[O:9])=[C:6]([C:14]([F:17])([F:16])[F:15])[CH:5]=1)([O-])=O. Product: [NH2:1][C:4]1[CH:13]=[CH:12][C:7]([C:8]([O:10][CH3:11])=[O:9])=[C:6]([C:14]([F:15])([F:16])[F:17])[CH:5]=1. The catalyst class is: 43.